This data is from Full USPTO retrosynthesis dataset with 1.9M reactions from patents (1976-2016). The task is: Predict the reactants needed to synthesize the given product. (1) Given the product [Cl:1][C:2]1[CH:3]=[C:4]([CH:12]([CH3:16])[C:13]([NH:71][CH2:70][C:69]2[N:65]([C:61]3[CH:62]=[CH:63][CH:64]=[C:59]([Cl:58])[CH:60]=3)[N:66]=[C:67]([C:72]([F:73])([F:74])[F:75])[CH:68]=2)=[O:15])[CH:5]=[CH:6][C:7]=1[S:8]([CH3:11])(=[O:9])=[O:10], predict the reactants needed to synthesize it. The reactants are: [Cl:1][C:2]1[CH:3]=[C:4]([CH:12]([CH3:16])[C:13]([OH:15])=O)[CH:5]=[CH:6][C:7]=1[S:8]([CH3:11])(=[O:10])=[O:9].ON1C2C=CC=CC=2N=N1.F[B-](F)(F)F.N1(OC(N(C)C)=[N+](C)C)C2C=CC=CC=2N=N1.C(N(C(C)C)C(C)C)C.[Cl:58][C:59]1[CH:60]=[C:61]([N:65]2[C:69]([CH2:70][NH2:71])=[CH:68][C:67]([C:72]([F:75])([F:74])[F:73])=[N:66]2)[CH:62]=[CH:63][CH:64]=1. (2) Given the product [CH3:52][N:53]([CH3:58])[CH2:54][C:55]([O:51][CH2:50][CH:48]1[CH2:47][O:46][CH:45]([C:22]2[CH:23]=[C:24]([O:26][CH2:27][CH2:28][CH2:29][CH2:30][CH2:31][CH2:32][CH2:33][CH2:34]/[CH:35]=[CH:36]\[CH2:37][CH2:38][CH2:39][CH2:40][CH2:41][CH2:42][CH2:43][CH3:44])[CH:25]=[C:20]([O:19][CH2:1][CH2:2][CH2:3][CH2:4][CH2:5][CH2:6][CH2:7][CH2:8]/[CH:9]=[CH:10]\[CH2:11][CH2:12][CH2:13][CH2:14][CH2:15][CH2:16][CH2:17][CH3:18])[CH:21]=2)[O:49]1)=[O:56], predict the reactants needed to synthesize it. The reactants are: [CH2:1]([O:19][C:20]1[CH:21]=[C:22]([CH:45]2[O:49][CH:48]([CH2:50][OH:51])[CH2:47][O:46]2)[CH:23]=[C:24]([O:26][CH2:27][CH2:28][CH2:29][CH2:30][CH2:31][CH2:32][CH2:33][CH2:34]/[CH:35]=[CH:36]\[CH2:37][CH2:38][CH2:39][CH2:40][CH2:41][CH2:42][CH2:43][CH3:44])[CH:25]=1)[CH2:2][CH2:3][CH2:4][CH2:5][CH2:6][CH2:7][CH2:8]/[CH:9]=[CH:10]\[CH2:11][CH2:12][CH2:13][CH2:14][CH2:15][CH2:16][CH2:17][CH3:18].[CH3:52][N:53]([CH3:58])[CH2:54][C:55](O)=[O:56].CN(C(ON1N=NC2C=CC=NC1=2)=[N+](C)C)C.F[P-](F)(F)(F)(F)F.N1C=CC=CC=1.